Predict the reaction yield, written as a fraction of the theoretical maximum amount of product (1.0 means a 100% yield; for example, 0.34 means a 34% yield). From a dataset of Reaction yield outcomes from USPTO patents with 853,638 reactions. (1) The reactants are [NH2:1][C:2]1[CH:10]=[CH:9][CH:8]=[C:7]([CH3:11])[C:3]=1[C:4]([OH:6])=O.C1N=CN(C(N2C=NC=C2)=O)C=1.Cl.[NH2:25][CH:26]1[CH2:31][CH2:30][C:29](=[O:32])[NH:28][C:27]1=[O:33].C(=O)([O-])O.[Na+]. The catalyst is C(#N)C. The product is [NH2:1][C:2]1[CH:10]=[CH:9][CH:8]=[C:7]([CH3:11])[C:3]=1[C:4]([NH:25][CH:26]1[CH2:31][CH2:30][C:29](=[O:32])[NH:28][C:27]1=[O:33])=[O:6]. The yield is 0.580. (2) The product is [Br:1][C:15]1[CH:14]=[CH:13][C:12]2[NH:11][C:10](=[O:9])[C:19]3[NH:20][CH:21]=[CH:22][C:18]=3[C:17]=2[CH:16]=1.[CH2:23]([C:25]([O-:27])=[O:26])[CH3:24]. The yield is 0.550. The catalyst is CN(C)C=O.C(OCC)(=O)C. The reactants are [Br:1]N1C(=O)CCC1=O.[O:9]=[C:10]1[C:19]2[NH:20][CH:21]=[CH:22][C:18]=2[C:17]2[CH:16]=[CH:15][CH:14]=[CH:13][C:12]=2[NH:11]1.[CH2:23]([C:25]([O-:27])=[O:26])[CH3:24].